From a dataset of Forward reaction prediction with 1.9M reactions from USPTO patents (1976-2016). Predict the product of the given reaction. Given the reactants C[Mg+].[Br-].[NH:4]1[C:12]2[C:7](=[CH:8][CH:9]=[CH:10][CH:11]=2)[CH:6]=[CH:5]1.[Cl:13][C:14]1[N:19]=[C:18](Cl)[C:17]([Cl:21])=[CH:16][N:15]=1.C(O)(=O)C, predict the reaction product. The product is: [Cl:13][C:14]1[N:19]=[C:18]([C:6]2[C:7]3[C:12](=[CH:11][CH:10]=[CH:9][CH:8]=3)[NH:4][CH:5]=2)[C:17]([Cl:21])=[CH:16][N:15]=1.